Dataset: Catalyst prediction with 721,799 reactions and 888 catalyst types from USPTO. Task: Predict which catalyst facilitates the given reaction. (1) Reactant: [NH2:1][C:2]1[CH:3]=[C:4]([CH:8]=[C:9]([Br:11])[CH:10]=1)[C:5]([OH:7])=O.[CH3:12][O:13][CH2:14][CH2:15][O:16][CH2:17][CH2:18][NH2:19].CCN(CC)CC.C(P1(=O)OP(CCC)(=O)OP(CCC)(=O)O1)CC. Product: [NH2:1][C:2]1[CH:3]=[C:4]([CH:8]=[C:9]([Br:11])[CH:10]=1)[C:5]([NH:19][CH2:18][CH2:17][O:16][CH2:15][CH2:14][O:13][CH3:12])=[O:7]. The catalyst class is: 2. (2) The catalyst class is: 4. Reactant: [CH3:1][C:2]1[CH:7]=[CH:6][C:5]([C:8]2[O:12][N:11]=[CH:10][C:9]=2[C:13](Cl)=[O:14])=[CH:4][CH:3]=1.[NH:16]1[CH2:21][CH2:20][CH2:19][CH2:18][CH:17]1[C:22]1[CH:23]=[N:24][CH:25]=[CH:26][CH:27]=1. Product: [CH3:1][C:2]1[CH:7]=[CH:6][C:5]([C:8]2[O:12][N:11]=[CH:10][C:9]=2[C:13]([N:16]2[CH2:21][CH2:20][CH2:19][CH2:18][CH:17]2[C:22]2[CH:23]=[N:24][CH:25]=[CH:26][CH:27]=2)=[O:14])=[CH:4][CH:3]=1. (3) Reactant: [C:1]([CH:3]([CH:7]1[C:11]([Cl:12])=[C:10](Cl)C(=O)O1)[C:4]([NH2:6])=[O:5])#[N:2].[N:15]1[CH:20]=[CH:19][CH:18]=[C:17]([CH:21]([NH2:23])[CH3:22])[CH:16]=1.C(=O)([O-])[O-].[K+].[K+]. Product: [ClH:12].[ClH:12].[Cl:12][C:11]1[CH:7]=[C:3]([C:4]([NH2:6])=[O:5])[C:1](=[NH:2])[N:23]([CH:21]([C:17]2[CH:16]=[N:15][CH:20]=[CH:19][CH:18]=2)[CH3:22])[CH:10]=1. The catalyst class is: 8. (4) Reactant: Br[C:2]1[CH:3]=[C:4]2[C:9](=[CH:10][CH:11]=1)[N:8]=[CH:7][CH:6]=[N:5]2.[CH2:12]([O:14]C([Sn](CCCC)(CCCC)CCCC)=C)[CH3:13].F[B-](F)(F)F.C([PH+](C(C)(C)C)C(C)(C)C)(C)(C)C. Product: [N:8]1[C:9]2[C:4](=[CH:3][C:2]([C:12](=[O:14])[CH3:13])=[CH:11][CH:10]=2)[N:5]=[CH:6][CH:7]=1. The catalyst class is: 274. (5) Reactant: [CH:1]([C:3]1[CH:4]=[C:5]2[C:9](=[CH:10][CH:11]=1)[NH:8][C:7](C(N)=O)=[C:6]2SC1C=CC=CC=1)=[O:2].[CH3:22]I. Product: [CH:1]([C:3]1[CH:4]=[C:5]2[C:9](=[CH:10][CH:11]=1)[N:8]([CH3:22])[CH:7]=[CH:6]2)=[O:2]. The catalyst class is: 100. (6) Reactant: C([N:8]([CH2:19][CH2:20][C:21]1[CH:26]=[CH:25][C:24]([S:27]([C:30]2[CH:40]=[CH:39][C:33]([C:34]([O:36][CH2:37][CH3:38])=[O:35])=[CH:32][N:31]=2)(=[O:29])=[O:28])=[CH:23][CH:22]=1)[CH2:9][C@@H:10]([C:12]1[CH:17]=[CH:16][CH:15]=[C:14]([Cl:18])[CH:13]=1)[OH:11])C1C=CC=CC=1.Cl. Product: [Cl:18][C:14]1[CH:13]=[C:12]([C@@H:10]([OH:11])[CH2:9][NH:8][CH2:19][CH2:20][C:21]2[CH:26]=[CH:25][C:24]([S:27]([C:30]3[CH:40]=[CH:39][C:33]([C:34]([O:36][CH2:37][CH3:38])=[O:35])=[CH:32][N:31]=3)(=[O:28])=[O:29])=[CH:23][CH:22]=2)[CH:17]=[CH:16][CH:15]=1. The catalyst class is: 13.